Dataset: hERG Central: cardiac toxicity at 1µM, 10µM, and general inhibition. Task: Predict hERG channel inhibition at various concentrations. (1) The compound is CCOCCCNCc1cc(Br)ccc1OCc1ccccc1. Results: hERG_inhib (hERG inhibition (general)): blocker. (2) The molecule is Cn1cccc1C(=O)NC(=O)COC(=O)CCNS(=O)(=O)c1cccc(C(F)(F)F)c1. Results: hERG_inhib (hERG inhibition (general)): blocker. (3) The drug is C=CCN(CC=C)C(=O)C(=O)c1ccn(-c2c(C)csc2C(=O)OC)c1. Results: hERG_inhib (hERG inhibition (general)): blocker.